This data is from Forward reaction prediction with 1.9M reactions from USPTO patents (1976-2016). The task is: Predict the product of the given reaction. (1) The product is: [S:1]([O-:3])([O:2][O-:6])(=[O:5])=[O:4].[S:1](=[O:3])(=[O:2])([OH:5])[OH:4]. Given the reactants [S:1](=[O:5])(=[O:4])([OH:3])[OH:2].[OH:6]OS([O-])=O.[K+], predict the reaction product. (2) The product is: [NH2:31][CH:7]([CH2:6][O:5][C:4]1[CH:9]=[CH:10][C:11]([C:12]2[N:16]=[C:15]([C:17]3[N:18]=[C:19]4[C:24]([Cl:25])=[CH:23][C:22]([C:26]([F:28])([F:27])[F:29])=[CH:21][N:20]4[CH:30]=3)[O:14][N:13]=2)=[C:2]([Cl:1])[CH:3]=1)[C:36]#[N:37]. Given the reactants [Cl:1][C:2]1[CH:3]=[C:4]([CH:9]=[CH:10][C:11]=1[C:12]1[N:16]=[C:15]([C:17]2[N:18]=[C:19]3[C:24]([Cl:25])=[CH:23][C:22]([C:26]([F:29])([F:28])[F:27])=[CH:21][N:20]3[CH:30]=2)[O:14][N:13]=1)[O:5][CH2:6][CH:7]=O.[NH3:31].C(O)(=O)C.[C-:36]#[N:37].[Na+], predict the reaction product. (3) The product is: [Br:1][C:2]1[CH:3]=[C:4]2[C:8](=[CH:9][CH:10]=1)[N:7]([Si:14]([CH:18]([CH3:20])[CH3:19])([CH:15]([CH3:17])[CH3:16])[CH:11]([CH3:13])[CH3:12])[CH:6]=[CH:5]2. Given the reactants [Br:1][C:2]1[CH:3]=[C:4]2[C:8](=[CH:9][CH:10]=1)[NH:7][CH:6]=[CH:5]2.[CH:11]([Si:14](OS(C(F)(F)F)(=O)=O)([CH:18]([CH3:20])[CH3:19])[CH:15]([CH3:17])[CH3:16])([CH3:13])[CH3:12].O, predict the reaction product. (4) The product is: [CH3:1][C:2]1[C:6]([CH2:7][N:8]2[CH:12]=[C:11]([N:13]3[C:17](=[O:18])[CH2:16][N:15]([CH2:22][C:23]4[CH:28]=[CH:27][C:26]([O:29][CH3:30])=[CH:25][CH:24]=4)[C:14]3=[O:19])[CH:10]=[N:9]2)=[C:5]([CH3:20])[O:4][N:3]=1. Given the reactants [CH3:1][C:2]1[C:6]([CH2:7][N:8]2[CH:12]=[C:11]([N:13]3[C:17](=[O:18])[CH2:16][NH:15][C:14]3=[O:19])[CH:10]=[N:9]2)=[C:5]([CH3:20])[O:4][N:3]=1.Br[CH2:22][C:23]1[CH:28]=[CH:27][C:26]([O:29][CH3:30])=[CH:25][CH:24]=1, predict the reaction product. (5) Given the reactants [CH:1]([O:4][C:5](=[O:26])[CH2:6][CH2:7][CH2:8][C:9]1[N:13]([CH3:14])[C:12]2[CH:15]=[CH:16][C:17]([N:19]([CH2:23]CO)[CH2:20][CH2:21]O)=[CH:18][C:11]=2[N:10]=1)([CH3:3])[CH3:2].Cl[CH2:28][Cl:29].S(Cl)([Cl:32])=O.O, predict the reaction product. The product is: [CH:1]([O:4][C:5](=[O:26])[CH2:6][CH2:7][CH2:8][C:9]1[N:13]([CH3:14])[C:12]2[CH:15]=[CH:16][C:17]([N:19]([CH2:23][CH2:28][Cl:29])[CH2:20][CH2:21][Cl:32])=[CH:18][C:11]=2[N:10]=1)([CH3:3])[CH3:2]. (6) Given the reactants [N+:1]([C:4]1[CH:9]=[CH:8][C:7]([CH2:10][C:11]([OH:13])=O)=[CH:6][CH:5]=1)([O-:3])=[O:2].[NH:14]1[CH2:19][CH2:18][O:17][CH2:16][CH2:15]1.C(=O)(O)[O-].[Na+], predict the reaction product. The product is: [N:14]1([C:11](=[O:13])[CH2:10][C:7]2[CH:6]=[CH:5][C:4]([N+:1]([O-:3])=[O:2])=[CH:9][CH:8]=2)[CH2:19][CH2:18][O:17][CH2:16][CH2:15]1. (7) The product is: [N:43]([CH:1]([C:2]1[CH:7]=[CH:6][CH:5]=[CH:4][CH:3]=1)[C:9]1[CH:10]=[C:11]([CH:24]=[CH:25][CH:26]=1)[O:12][CH2:13][C:14]1[CH:23]=[CH:22][C:17]([C:18]([O:20][CH3:21])=[O:19])=[CH:16][CH:15]=1)=[N+:44]=[N-:45]. Given the reactants [C:1]([C:9]1[CH:10]=[C:11]([CH:24]=[CH:25][CH:26]=1)[O:12][CH2:13][C:14]1[CH:23]=[CH:22][C:17]([C:18]([O:20][CH3:21])=[O:19])=[CH:16][CH:15]=1)(=O)[C:2]1[CH:7]=[CH:6][CH:5]=[CH:4][CH:3]=1.[BH4-].[Na+].C1(P([N:43]=[N+:44]=[N-:45])(C2C=CC=CC=2)=O)C=CC=CC=1.N12CCCN=C1CCCCC2, predict the reaction product. (8) Given the reactants [Cl:1][C:2]1[CH:3]=[C:4]([C@@H:9]2[O:15][CH2:14][CH2:13][N:12](C(OC(C)(C)C)=O)[CH2:11][C@H:10]2[CH2:23][NH:24][C:25]([O:27]C2C=CC([N+]([O-])=O)=CC=2)=O)[CH:5]=[CH:6][C:7]=1[Cl:8].[NH:37]1[CH2:42][CH2:41][O:40][CH2:39][CH2:38]1, predict the reaction product. The product is: [ClH:1].[Cl:1][C:2]1[CH:3]=[C:4]([C@@H:9]2[O:15][CH2:14][CH2:13][NH:12][CH2:11][C@H:10]2[CH2:23][NH:24][C:25]([N:37]2[CH2:42][CH2:41][O:40][CH2:39][CH2:38]2)=[O:27])[CH:5]=[CH:6][C:7]=1[Cl:8]. (9) Given the reactants Br[C:2]1[CH:3]=[C:4]([F:9])[CH:5]=[C:6](Br)[CH:7]=1.[Cu][C:11]#[N:12].[CH3:13][N:14](C=O)C, predict the reaction product. The product is: [F:9][C:4]1[CH:3]=[C:2]([C:11]#[N:12])[CH:7]=[C:6]([CH:5]=1)[C:13]#[N:14]. (10) The product is: [Cl:40][C:24]1[C:25]([NH:27][C:28]2[C:38]([F:39])=[CH:37][CH:36]=[CH:35][C:29]=2[C:30]([NH:32][CH2:33][CH3:34])=[O:31])=[N:26][C:21]([NH:17][C:12]2[C:13]([O:15][CH3:16])=[CH:14][C:7]3[CH2:6][CH2:5][N:4]([CH2:3][C:2]([F:1])([F:19])[CH3:18])[CH2:10][CH2:9][C:8]=3[CH:11]=2)=[N:22][CH:23]=1. Given the reactants [F:1][C:2]([F:19])([CH3:18])[CH2:3][N:4]1[CH2:10][CH2:9][C:8]2[CH:11]=[C:12]([NH2:17])[C:13]([O:15][CH3:16])=[CH:14][C:7]=2[CH2:6][CH2:5]1.Cl[C:21]1[N:26]=[C:25]([NH:27][C:28]2[C:38]([F:39])=[CH:37][CH:36]=[CH:35][C:29]=2[C:30]([NH:32][CH2:33][CH3:34])=[O:31])[C:24]([Cl:40])=[CH:23][N:22]=1, predict the reaction product.